Dataset: Catalyst prediction with 721,799 reactions and 888 catalyst types from USPTO. Task: Predict which catalyst facilitates the given reaction. (1) Reactant: [C:1]1([NH:7][NH2:8])[CH:6]=[CH:5][CH:4]=[CH:3][CH:2]=1.[Cl:9][C:10]1[N:11]=[C:12]2[C:17](=[C:18]3[C:23]=1[CH:22]=[CH:21][CH:20]=[CH:19]3)[CH:16]=[CH:15][CH:14]=[CH:13]2. Product: [ClH:9].[CH:16]1[C:17]2[C:12](=[N:11][C:10]([NH:8][NH:7][C:1]3[CH:6]=[CH:5][CH:4]=[CH:3][CH:2]=3)=[C:23]3[C:18]=2[CH:19]=[CH:20][CH:21]=[CH:22]3)[CH:13]=[CH:14][CH:15]=1. The catalyst class is: 8. (2) Reactant: [N:1]1([C:6]2[CH:14]=[CH:13][C:9]([CH2:10][CH2:11][OH:12])=[CH:8][CH:7]=2)[CH2:5][CH2:4][CH2:3][CH2:2]1.[CH3:15][S:16](Cl)(=[O:18])=[O:17].C(=O)([O-])O.[Na+]. Product: [S:16]([O:12][CH2:11][CH2:10][C:9]1[CH:13]=[CH:14][C:6]([N:1]2[CH2:5][CH2:4][CH2:3][CH2:2]2)=[CH:7][CH:8]=1)(=[O:18])(=[O:17])[CH3:15]. The catalyst class is: 4. (3) Reactant: [O:1]1[CH:5]=[CH:4][C:3]([C:6]2[N:10]=[C:9]([C:11]([O:13][CH2:14][CH3:15])=[O:12])[NH:8][N:7]=2)=[N:2]1.[H-].[Na+].[F:18][C:19]1[CH:26]=[CH:25][CH:24]=[CH:23][C:20]=1[CH2:21]Br.O. Product: [F:18][C:19]1[CH:26]=[CH:25][CH:24]=[CH:23][C:20]=1[CH2:21][N:7]1[C:6]([C:3]2[CH:4]=[CH:5][O:1][N:2]=2)=[N:10][C:9]([C:11]([O:13][CH2:14][CH3:15])=[O:12])=[N:8]1.[F:18][C:19]1[CH:26]=[CH:25][CH:24]=[CH:23][C:20]=1[CH2:21][N:8]1[C:9]([C:11]([O:13][CH2:14][CH3:15])=[O:12])=[N:10][C:6]([C:3]2[CH:4]=[CH:5][O:1][N:2]=2)=[N:7]1. The catalyst class is: 3.